From a dataset of Forward reaction prediction with 1.9M reactions from USPTO patents (1976-2016). Predict the product of the given reaction. (1) Given the reactants [C:1]([C:3]1[CH:4]=[CH:5][C:6]2[O:10][C:9]([C:11]([NH:13][CH:14]([C:19]3[CH:24]=[CH:23][CH:22]=[C:21]([C:25]([F:28])([F:27])[F:26])[CH:20]=3)[C:15]([F:18])([F:17])[F:16])=[O:12])=[CH:8][C:7]=2[CH:29]=1)#[N:2].Cl, predict the reaction product. The product is: [NH2:2][CH2:1][C:3]1[CH:4]=[CH:5][C:6]2[O:10][C:9]([C:11]([NH:13][CH:14]([C:19]3[CH:24]=[CH:23][CH:22]=[C:21]([C:25]([F:28])([F:26])[F:27])[CH:20]=3)[C:15]([F:16])([F:17])[F:18])=[O:12])=[CH:8][C:7]=2[CH:29]=1. (2) The product is: [CH3:1][C:2]1[N:3]=[N:4][N:5]([CH3:43])[C:6]=1[C:7]1[CH:19]=[N:18][C:17]2[C:16]3[CH:15]=[CH:14][C:13]([NH:20][C:21](=[O:29])[O:22][CH:23]([CH3:44])[CH3:24])=[CH:12][C:11]=3[N:10]([C@@H:30]([CH:37]3[CH2:42][CH2:41][O:40][CH2:39][CH2:38]3)[C:31]3[CH:32]=[CH:33][CH:34]=[CH:35][CH:36]=3)[C:9]=2[CH:8]=1. Given the reactants [CH3:1][C:2]1[N:3]=[N:4][N:5]([CH3:43])[C:6]=1[C:7]1[CH:19]=[N:18][C:17]2[C:16]3[CH:15]=[CH:14][C:13]([NH:20][C:21](=[O:29])[O:22][CH2:23][CH2:24]C(F)(F)F)=[CH:12][C:11]=3[N:10]([C@@H:30]([CH:37]3[CH2:42][CH2:41][O:40][CH2:39][CH2:38]3)[C:31]3[CH:36]=[CH:35][CH:34]=[CH:33][CH:32]=3)[C:9]=2[CH:8]=1.[CH3:44]C(O)C.C(O)(C(F)(F)F)=O, predict the reaction product. (3) Given the reactants [Br:1][C:2]1[CH:19]=[CH:18][C:5]2[S:6][CH:7]=[C:8]([C:9](=O)[CH2:10][C:11]3[CH:16]=[CH:15][CH:14]=[CH:13][CH:12]=3)[C:4]=2[CH:3]=1.C([SiH](CC)CC)C.C(=O)([O-])[O-].[K+].[K+], predict the reaction product. The product is: [Br:1][C:2]1[CH:19]=[CH:18][C:5]2[S:6][CH:7]=[C:8]([CH2:9][CH2:10][C:11]3[CH:16]=[CH:15][CH:14]=[CH:13][CH:12]=3)[C:4]=2[CH:3]=1. (4) Given the reactants C(OC([N:8]1[C:17]2[C:12](=[CH:13][C:14]([C:18]3[CH:19]=[N:20][CH:21]=[C:22]([C:24](=[O:26])[CH3:25])[CH:23]=3)=[CH:15][N:16]=2)[CH2:11][CH2:10][CH2:9]1)=O)(C)(C)C, predict the reaction product. The product is: [N:16]1[C:17]2[NH:8][CH2:9][CH2:10][CH2:11][C:12]=2[CH:13]=[C:14]([C:18]2[CH:23]=[C:22]([C:24](=[O:26])[CH3:25])[CH:21]=[N:20][CH:19]=2)[CH:15]=1. (5) Given the reactants C[Al](C)C.[CH2:5]([NH2:8])[CH2:6][NH2:7].C(O[C:12](=O)[CH2:13][S:14][C:15]1[CH:20]=[C:19]([Cl:21])[CH:18]=[C:17]([Cl:22])[CH:16]=1)C, predict the reaction product. The product is: [Cl:22][C:17]1[CH:16]=[C:15]([S:14][CH2:13][C:12]2[NH:7][CH2:6][CH2:5][N:8]=2)[CH:20]=[C:19]([Cl:21])[CH:18]=1. (6) Given the reactants [C:1]([O:5][C:6]([NH:8][CH2:9][C:10]1[CH:11]=[C:12]([C:19]2[CH:24]=[CH:23][CH:22]=[CH:21][CH:20]=2)[CH:13]=[CH:14][C:15]=1[C:16](O)=[O:17])=[O:7])([CH3:4])([CH3:3])[CH3:2].[CH3:25][O:26][C:27](=[O:43])[CH:28]([CH:38]1[CH2:42][CH2:41][CH2:40][NH:39]1)[CH2:29][C:30]1[CH:35]=[CH:34][CH:33]=[C:32]([C:36]#[N:37])[CH:31]=1, predict the reaction product. The product is: [CH3:25][O:26][C:27](=[O:43])[CH:28]([CH:38]1[CH2:42][CH2:41][CH2:40][N:39]1[C:16]([C:15]1[CH:14]=[CH:13][C:12]([C:19]2[CH:24]=[CH:23][CH:22]=[CH:21][CH:20]=2)=[CH:11][C:10]=1[CH2:9][NH:8][C:6]([O:5][C:1]([CH3:4])([CH3:3])[CH3:2])=[O:7])=[O:17])[CH2:29][C:30]1[CH:35]=[CH:34][CH:33]=[C:32]([C:36]#[N:37])[CH:31]=1. (7) Given the reactants [CH2:1]([O:3][C:4]1([O:20][CH2:21][CH3:22])[CH2:9][CH2:8][N:7]([C@H:10]([C:12]2[CH:17]=[CH:16][CH:15]=[CH:14][CH:13]=2)[CH3:11])[C@@H:6]([CH2:18]O)[CH2:5]1)[CH3:2].C1(P(C2C=CC=CC=2)C2C=CC=CC=2)C=CC=CC=1.[C:42]1(=[O:52])[NH:46][C:45](=[O:47])[C:44]2=[CH:48][CH:49]=[CH:50][CH:51]=[C:43]12.N(C(OCC)=O)=NC(OCC)=O, predict the reaction product. The product is: [CH2:21]([O:20][C:4]1([O:3][CH2:1][CH3:2])[CH2:9][CH2:8][N:7]([C@H:10]([C:12]2[CH:13]=[CH:14][CH:15]=[CH:16][CH:17]=2)[CH3:11])[C@@H:6]([CH2:18][N:46]2[C:42](=[O:52])[C:43]3=[CH:51][CH:50]=[CH:49][CH:48]=[C:44]3[C:45]2=[O:47])[CH2:5]1)[CH3:22].